Regression. Given a peptide amino acid sequence and an MHC pseudo amino acid sequence, predict their binding affinity value. This is MHC class II binding data. From a dataset of Peptide-MHC class II binding affinity with 134,281 pairs from IEDB. (1) The peptide sequence is YDKFLANVSTVLMGK. The MHC is DRB1_0401 with pseudo-sequence DRB1_0401. The binding affinity (normalized) is 0.406. (2) The peptide sequence is APEVKYTKFETALKK. The MHC is HLA-DPA10201-DPB10101 with pseudo-sequence HLA-DPA10201-DPB10101. The binding affinity (normalized) is 0.916. (3) The peptide sequence is NMEVRGGMVAPLYGV. The MHC is DRB1_0701 with pseudo-sequence DRB1_0701. The binding affinity (normalized) is 0.450. (4) The peptide sequence is LARALVRAVAESHGV. The MHC is HLA-DPA10103-DPB10201 with pseudo-sequence HLA-DPA10103-DPB10201. The binding affinity (normalized) is 0.147. (5) The peptide sequence is NRQLYPEWTEAQRLD. The MHC is DRB1_1501 with pseudo-sequence DRB1_1501. The binding affinity (normalized) is 0.